From a dataset of Peptide-MHC class II binding affinity with 134,281 pairs from IEDB. Regression. Given a peptide amino acid sequence and an MHC pseudo amino acid sequence, predict their binding affinity value. This is MHC class II binding data. (1) The peptide sequence is KSDPSQGGGIKITHF. The MHC is DRB1_0701 with pseudo-sequence DRB1_0701. The binding affinity (normalized) is 0.123. (2) The peptide sequence is YFNLIDTKCYKLE. The MHC is DRB1_0101 with pseudo-sequence DRB1_0101. The binding affinity (normalized) is 0.277. (3) The peptide sequence is VAISRYLGKQFGLSG. The MHC is HLA-DQA10501-DQB10201 with pseudo-sequence HLA-DQA10501-DQB10201. The binding affinity (normalized) is 0.201. (4) The peptide sequence is EFRVSTTENVVNLSN. The MHC is DRB1_1302 with pseudo-sequence DRB1_1302. The binding affinity (normalized) is 0.662. (5) The peptide sequence is ARRRLRTLVLAPTRV. The MHC is DRB5_0101 with pseudo-sequence DRB5_0101. The binding affinity (normalized) is 0.936. (6) The peptide sequence is TVYVGIVTMLSPMLHHHHHH. The MHC is DRB1_0801 with pseudo-sequence DRB1_0801. The binding affinity (normalized) is 0.478.